Dataset: Forward reaction prediction with 1.9M reactions from USPTO patents (1976-2016). Task: Predict the product of the given reaction. (1) Given the reactants [C:1]([C:4]1[CH:5]=[C:6]([C:10]2[CH:11]=[C:12]3[C:17](=[N:18][CH:19]=2)[N:16]([C:20]([NH2:22])=[O:21])[CH2:15][CH2:14][CH2:13]3)[CH:7]=[N:8][CH:9]=1)(=[O:3])[CH3:2].[BH4-].[Na+], predict the reaction product. The product is: [OH:3][CH:1]([C:4]1[CH:5]=[C:6]([C:10]2[CH:11]=[C:12]3[C:17](=[N:18][CH:19]=2)[N:16]([C:20]([NH2:22])=[O:21])[CH2:15][CH2:14][CH2:13]3)[CH:7]=[N:8][CH:9]=1)[CH3:2]. (2) Given the reactants [F:1][C:2]1[CH:3]=[C:4]([C:10]2[CH:14]=[C:13]([CH3:15])[O:12][N:11]=2)[CH:5]=[CH:6][C:7]=1[O:8]C.C(S)CCCCCCCCCCC.[Al+3].[Cl-].[Cl-].[Cl-], predict the reaction product. The product is: [F:1][C:2]1[CH:3]=[C:4]([C:10]2[CH:14]=[C:13]([CH3:15])[O:12][N:11]=2)[CH:5]=[CH:6][C:7]=1[OH:8].